Dataset: Drug-induced liver injury (DILI) classification data. Task: Regression/Classification. Given a drug SMILES string, predict its toxicity properties. Task type varies by dataset: regression for continuous values (e.g., LD50, hERG inhibition percentage) or binary classification for toxic/non-toxic outcomes (e.g., AMES mutagenicity, cardiotoxicity, hepatotoxicity). Dataset: dili. (1) The drug is CC(C(=O)O)c1cccc(Oc2ccccc2)c1. The result is 1 (causes liver injury). (2) The molecule is Cc1ccc(O)c(C(CCN(C(C)C)C(C)C)c2ccccc2)c1. The result is 0 (no liver injury). (3) The molecule is C=CC[N+]1(C2CC3C4CCC5CC(O)C(N6CCOCC6)CC5(C)C4CCC3(C)C2OC(C)=O)CCCC1. The result is 0 (no liver injury). (4) The molecule is C=C1C(CO)C(O)CC1n1cnc2c(=O)nc(N)[nH]c21. The result is 1 (causes liver injury). (5) The molecule is CS(C)=O. The result is 0 (no liver injury). (6) The drug is COc1c(N2CC3CCCNC3C2)c(F)cc2c(=O)c(C(=O)O)cn(C3CC3)c12. The result is 1 (causes liver injury). (7) The molecule is COc1ccc2c3c1OC1C(O)C=CC4C(C2)N(C)CCC341. The result is 0 (no liver injury).